Predict the reaction yield, written as a fraction of the theoretical maximum amount of product (1.0 means a 100% yield; for example, 0.34 means a 34% yield). From a dataset of Reaction yield outcomes from USPTO patents with 853,638 reactions. The reactants are [CH2:1]([O:3][C:4]([C:6]1[C:7](O)=[N:8][C:9]([C:12]2[N:17]=[CH:16][CH:15]=[CH:14][N:13]=2)=[N:10][CH:11]=1)=[O:5])[CH3:2].C([O-])(O)=O.[Na+].O=P(Cl)(Cl)[Cl:26]. No catalyst specified. The product is [CH2:1]([O:3][C:4]([C:6]1[C:7]([Cl:26])=[N:8][C:9]([C:12]2[N:17]=[CH:16][CH:15]=[CH:14][N:13]=2)=[N:10][CH:11]=1)=[O:5])[CH3:2]. The yield is 0.820.